Dataset: Full USPTO retrosynthesis dataset with 1.9M reactions from patents (1976-2016). Task: Predict the reactants needed to synthesize the given product. (1) Given the product [CH2:1]([CH:3]([O:6][C:7]1[CH:15]=[CH:14][C:13]([N+:16]([O-:18])=[O:17])=[CH:12][C:8]=1[C:9]([O:11][CH3:23])=[O:10])[CH2:4][CH3:5])[CH3:2], predict the reactants needed to synthesize it. The reactants are: [CH2:1]([CH:3]([O:6][C:7]1[CH:15]=[CH:14][C:13]([N+:16]([O-:18])=[O:17])=[CH:12][C:8]=1[C:9]([OH:11])=[O:10])[CH2:4][CH3:5])[CH3:2].S(Cl)(Cl)=O.[CH3:23]O. (2) The reactants are: [C:1]([O-:5])(C)(C)[CH3:2].[Na+].C1(P(C2CCCCC2)[C:14]2C=CC=[CH:16][C:15]=2[C:20]2C=CC=C[C:21]=2[N:26]([CH3:28])C)CCCCC1.[Cl:35][C:36]1[CH:37]=[C:38](Br)[CH:39]=[CH:40][CH:41]=1.C(OCC)(=[O:45])C. Given the product [Cl:35][C:36]1[CH:37]=[C:38]([N:26]2[CH2:28][CH2:16][CH:15]([C:14]([O:5][CH2:1][CH3:2])=[O:45])[CH2:20][CH2:21]2)[CH:39]=[CH:40][CH:41]=1, predict the reactants needed to synthesize it. (3) Given the product [CH2:18]([O:20][C:21](=[O:26])/[CH:22]=[C:23](/[O:15][C:11]1[CH:12]=[CH:13][CH:14]=[C:9]([C:8]([F:16])([F:17])[F:7])[CH:10]=1)\[CH3:24])[CH3:19], predict the reactants needed to synthesize it. The reactants are: CC(C)([O-])C.[K+].[F:7][C:8]([F:17])([F:16])[C:9]1[CH:10]=[C:11]([OH:15])[CH:12]=[CH:13][CH:14]=1.[CH2:18]([O:20][C:21](=[O:26])[CH:22]=[C:23](Cl)[CH3:24])[CH3:19].